Dataset: Reaction yield outcomes from USPTO patents with 853,638 reactions. Task: Predict the reaction yield, written as a fraction of the theoretical maximum amount of product (1.0 means a 100% yield; for example, 0.34 means a 34% yield). The reactants are [CH3:1][O:2][C:3]([NH:5][C:6](=[C:10]1[CH2:15][CH2:14][O:13][CH2:12][CH2:11]1)[C:7]([OH:9])=O)=[O:4].CN(C(ON1N=NC2C=CC=NC1=2)=[N+](C)C)C.F[P-](F)(F)(F)(F)F.Cl.Cl.Cl.[CH3:43][O:44][C:45](=[O:89])[NH:46][CH:47]([C:51]([N:53]1[CH2:57][CH2:56][CH2:55][CH:54]1[C:58]1[NH:59][C:60]([C:63]2[CH:72]=[CH:71][C:70]3[C:65](=[CH:66][CH:67]=[C:68]([C:73]4[CH:78]=[CH:77][C:76]([C:79]5[NH:80][C:81]([CH:84]6[CH2:88][CH2:87][CH2:86][NH:85]6)=[N:82][CH:83]=5)=[CH:75][CH:74]=4)[CH:69]=3)[CH:64]=2)=[CH:61][N:62]=1)=[O:52])[CH:48]([CH3:50])[CH3:49].C(N(C(C)C)CC)(C)C. The catalyst is CN(C)C=O.C(OCC)(=O)C. The product is [CH3:43][O:44][C:45](=[O:89])[NH:46][CH:47]([C:51]([N:53]1[CH2:57][CH2:56][CH2:55][CH:54]1[C:58]1[NH:59][C:60]([C:63]2[CH:72]=[CH:71][C:70]3[C:65](=[CH:66][CH:67]=[C:68]([C:73]4[CH:78]=[CH:77][C:76]([C:79]5[NH:80][C:81]([CH:84]6[CH2:88][CH2:87][CH2:86][N:85]6[C:7](=[O:9])[C:6]([NH:5][C:3]([O:2][CH3:1])=[O:4])=[C:10]6[CH2:15][CH2:14][O:13][CH2:12][CH2:11]6)=[N:82][CH:83]=5)=[CH:75][CH:74]=4)[CH:69]=3)[CH:64]=2)=[CH:61][N:62]=1)=[O:52])[CH:48]([CH3:50])[CH3:49]. The yield is 0.500.